Dataset: Forward reaction prediction with 1.9M reactions from USPTO patents (1976-2016). Task: Predict the product of the given reaction. (1) Given the reactants [CH3:1][O:2][C:3](=[O:17])[C:4]1[CH:13]=[C:12]([C:14]#[N:15])[C:7]([C:8]([O:10][CH3:11])=[O:9])=[CH:6][C:5]=1Br.[F:18][C:19]1[CH:24]=[C:23]([Si:25]([CH3:28])([CH3:27])[CH3:26])[CH:22]=[CH:21][C:20]=1[NH2:29].P([O-])([O-])([O-])=O.[K+].[K+].[K+], predict the reaction product. The product is: [CH3:11][O:10][C:8](=[O:9])[C:7]1[CH:6]=[C:5]([NH:29][C:20]2[CH:21]=[CH:22][C:23]([Si:25]([CH3:27])([CH3:26])[CH3:28])=[CH:24][C:19]=2[F:18])[C:4]([C:3]([O:2][CH3:1])=[O:17])=[CH:13][C:12]=1[C:14]#[N:15]. (2) The product is: [CH2:12]([C@H:19]1[CH2:23][O:22][C:21](=[O:24])[N:20]1[C:25](=[O:30])[CH2:26][CH2:27][CH:28]=[CH2:29])[C:13]1[CH:14]=[CH:15][CH:16]=[CH:17][CH:18]=1. Given the reactants [Li]CCCC.CCCCCC.[CH2:12]([C@H:19]1[CH2:23][O:22][C:21](=[O:24])[NH:20]1)[C:13]1[CH:18]=[CH:17][CH:16]=[CH:15][CH:14]=1.[C:25](Cl)(=[O:30])[CH2:26][CH2:27][CH:28]=[CH2:29], predict the reaction product. (3) The product is: [CH2:32]([NH:31][C:28]1[C:25]2[CH:26]=[N:27][C:22]([NH:21][C:19]([NH:18][CH:11]([C:12]3[CH:13]=[CH:14][CH:15]=[CH:16][CH:17]=3)[C:2]([OH:3])([CH3:4])[CH3:35])=[O:20])=[CH:23][C:24]=2[NH:30][N:29]=1)[CH3:33]. Given the reactants O[C:2]([C:4](F)(F)F)=[O:3].COC(=O)[CH:11]([NH:18][C:19]([NH:21][C:22]1[N:27]=[CH:26][C:25]2[C:28]([NH:31][CH2:32][CH3:33])=[N:29][NH:30][C:24]=2[CH:23]=1)=[O:20])[C:12]1[CH:17]=[CH:16][CH:15]=[CH:14][CH:13]=1.[CH3:35][Mg]Br, predict the reaction product. (4) Given the reactants [Br:1][C:2]1[CH:7]=[CH:6][C:5]([N:8]2[C:19]3[C:11](=[CH:12][C:13]4[O:17][CH:16]=[N:15][C:14]=4[C:18]=3[F:20])[NH:10][C:9]2=[O:21])=[C:4]([Cl:22])[CH:3]=1.C(N(CC)CC)C.[CH2:30]([C:33]1([S:36](Cl)(=[O:38])=[O:37])[CH2:35][CH2:34]1)[CH:31]=[CH2:32].C([O-])(O)=O.[Na+], predict the reaction product. The product is: [CH2:30]([C:33]1([S:36]([N:10]2[C:11]3=[CH:12][C:13]4[O:17][CH:16]=[N:15][C:14]=4[C:18]([F:20])=[C:19]3[N:8]([C:5]3[CH:6]=[CH:7][C:2]([Br:1])=[CH:3][C:4]=3[Cl:22])[C:9]2=[O:21])(=[O:38])=[O:37])[CH2:35][CH2:34]1)[CH:31]=[CH2:32]. (5) Given the reactants [Cl:1][C:2]1[N:3]=[CH:4][C:5]([C:8]([NH:10][NH:11]C(OC(C)(C)C)=O)=[O:9])=[N:6][CH:7]=1.Cl, predict the reaction product. The product is: [Cl:1][C:2]1[N:3]=[CH:4][C:5]([C:8]([NH:10][NH2:11])=[O:9])=[N:6][CH:7]=1. (6) Given the reactants [CH3:1][N:2]([CH3:19])[CH2:3][CH2:4][N:5]1[CH2:11][CH2:10][CH2:9][C:8]2[NH:12][C:13]([CH:16]=O)=[C:14]([CH3:15])[C:7]=2[C:6]1=[O:18].[F:20][C:21]1[CH:22]=[C:23]2[C:27](=[CH:28][C:29]=1[NH:30][C:31](=[O:35])[CH2:32][O:33][CH3:34])[NH:26][C:25](=[O:36])[CH2:24]2, predict the reaction product. The product is: [CH3:1][N:2]([CH3:19])[CH2:3][CH2:4][N:5]1[CH2:11][CH2:10][CH2:9][C:8]2[NH:12][C:13](/[CH:16]=[C:24]3\[C:25](=[O:36])[NH:26][C:27]4[C:23]\3=[CH:22][C:21]([F:20])=[C:29]([NH:30][C:31](=[O:35])[CH2:32][O:33][CH3:34])[CH:28]=4)=[C:14]([CH3:15])[C:7]=2[C:6]1=[O:18].